The task is: Predict the reaction yield, written as a fraction of the theoretical maximum amount of product (1.0 means a 100% yield; for example, 0.34 means a 34% yield).. This data is from Reaction yield outcomes from USPTO patents with 853,638 reactions. (1) The reactants are [CH2:1]([O:6][C:7]1[C:16]2[C:11](=[CH:12][CH:13]=[CH:14][CH:15]=2)[C:10](C(O)=O)=[CH:9][CH:8]=1)[CH2:2][CH2:3][CH2:4][CH3:5].C[N:21]([CH3:35])C1C2C(=CC=CC=2N(C)C)C=CC=1.C1C=CC(P(N=[N+]=[N-])(C2C=CC=CC=2)=[O:43])=CC=1.[C:53]1([NH2:63])[C:62]2[C:57](=[CH:58][CH:59]=[CH:60][CH:61]=2)[CH:56]=[CH:55][CH:54]=1.Cl. The catalyst is C1COCC1.C(Cl)Cl. The product is [C:53]1([NH:63][C:35]([NH:21][C:10]2[C:11]3[C:16](=[CH:15][CH:14]=[CH:13][CH:12]=3)[C:7]([O:6][CH2:1][CH2:2][CH2:3][CH2:4][CH3:5])=[CH:8][CH:9]=2)=[O:43])[C:62]2[C:57](=[CH:58][CH:59]=[CH:60][CH:61]=2)[CH:56]=[CH:55][CH:54]=1. The yield is 0.490. (2) The reactants are C([NH:4][C:5]1[CH:25]=[CH:24][C:8]([O:9][C:10]2[N:11]=[C:12]3[C:16](=[CH:17][CH:18]=2)[NH:15][CH:14]([NH:19][C:20](=[O:23])[O:21][CH3:22])[NH:13]3)=[CH:7][CH:6]=1)(=O)C.Cl. The catalyst is O. The product is [NH2:4][C:5]1[CH:25]=[CH:24][C:8]([O:9][C:10]2[N:11]=[C:12]3[C:16](=[CH:17][CH:18]=2)[NH:15][CH:14]([NH:19][C:20](=[O:23])[O:21][CH3:22])[NH:13]3)=[CH:7][CH:6]=1. The yield is 0.370. (3) The reactants are [Br:1][C:2]1[CH:7]=[C:6]([F:8])[CH:5]=[CH:4][C:3]=1[OH:9].[H-].[Na+].[Br:12][C:13]1[CH:14]=[C:15]([N+]([O-])=O)[C:16]([C:19]#[N:20])=[N:17][CH:18]=1.[NH4+].[Cl-]. The catalyst is O.CN(C=O)C. The product is [Br:12][C:13]1[CH:14]=[C:15]([O:9][C:3]2[CH:4]=[CH:5][C:6]([F:8])=[CH:7][C:2]=2[Br:1])[C:16]([C:19]#[N:20])=[N:17][CH:18]=1. The yield is 0.958. (4) The reactants are [F:1][C:2]1[CH:7]=[C:6]([I:8])[CH:5]=[CH:4][C:3]=1[N:9]1[C:14]2[N:15]([CH3:22])[C:16](=[O:21])[C:17]([CH3:20])=[C:18]([OH:19])[C:13]=2[C:12](=[O:23])[N:11]([CH3:24])[C:10]1=[O:25].C(Cl)(Cl)Cl.N1C(C)=CC=CC=1C.[F:38][C:39]([F:52])([F:51])[S:40](O[S:40]([C:39]([F:52])([F:51])[F:38])(=[O:42])=[O:41])(=[O:42])=[O:41]. The catalyst is O. The product is [F:1][C:2]1[CH:7]=[C:6]([I:8])[CH:5]=[CH:4][C:3]=1[N:9]1[C:14]2[N:15]([CH3:22])[C:16](=[O:21])[C:17]([CH3:20])=[C:18]([O:19][S:40]([C:39]([F:52])([F:51])[F:38])(=[O:42])=[O:41])[C:13]=2[C:12](=[O:23])[N:11]([CH3:24])[C:10]1=[O:25]. The yield is 0.660. (5) The reactants are [N+:1]([C:4]1[CH:9]=[CH:8][CH:7]=[CH:6][C:5]=1[CH2:10][C:11](=O)[CH2:12][CH2:13][C:14]([O:16][CH3:17])=[O:15])([O-])=O. The catalyst is CC(O)=O.[Fe]. The product is [NH:1]1[C:4]2[C:5](=[CH:6][CH:7]=[CH:8][CH:9]=2)[CH:10]=[C:11]1[CH2:12][CH2:13][C:14]([O:16][CH3:17])=[O:15]. The yield is 0.850.